Dataset: Reaction yield outcomes from USPTO patents with 853,638 reactions. Task: Predict the reaction yield, written as a fraction of the theoretical maximum amount of product (1.0 means a 100% yield; for example, 0.34 means a 34% yield). (1) The reactants are [C:1]([C:5]1[CH:21]=[CH:20][C:8]([C:9]([NH:11][C:12]2[CH:17]=[CH:16][N:15]=[C:14]([O:18]C)[CH:13]=2)=[O:10])=[C:7]([O:22][C:23]2[CH:24]=[N:25][C:26]([C:29]([F:32])([F:31])[F:30])=[CH:27][CH:28]=2)[CH:6]=1)([CH3:4])([CH3:3])[CH3:2].[Si](I)(C)(C)C. The catalyst is C(#N)C. The product is [C:1]([C:5]1[CH:21]=[CH:20][C:8]([C:9]([NH:11][C:12]2[CH:17]=[CH:16][NH:15][C:14](=[O:18])[CH:13]=2)=[O:10])=[C:7]([O:22][C:23]2[CH:24]=[N:25][C:26]([C:29]([F:31])([F:32])[F:30])=[CH:27][CH:28]=2)[CH:6]=1)([CH3:4])([CH3:2])[CH3:3]. The yield is 0.130. (2) The reactants are Br[C:2]1[CH:7]=[CH:6][C:5]([C:8]([F:11])([F:10])[F:9])=[CH:4][CH:3]=1.C([Li])CCC.[CH2:17]([N:24]1[CH2:29][CH2:28][C:27](=[O:30])[CH2:26][CH2:25]1)[C:18]1[CH:23]=[CH:22][CH:21]=[CH:20][CH:19]=1. The catalyst is C1COCC1.C(OCC)(=O)C. The product is [CH2:17]([N:24]1[CH2:29][CH2:28][C:27]([C:2]2[CH:7]=[CH:6][C:5]([C:8]([F:11])([F:10])[F:9])=[CH:4][CH:3]=2)([OH:30])[CH2:26][CH2:25]1)[C:18]1[CH:19]=[CH:20][CH:21]=[CH:22][CH:23]=1. The yield is 0.460. (3) No catalyst specified. The product is [F:1][C:2]1[CH:7]=[CH:6][C:5]([C:8]2[C:9]3[C:10](=[N:27][N:28]([CH2:30][OH:31])[CH:29]=3)[N:11]=[C:12]([C:20]3[CH:25]=[CH:24][C:23]([F:26])=[CH:22][CH:21]=3)[C:13]=2[C:14]2[CH:15]=[CH:16][N:17]=[CH:18][CH:19]=2)=[CH:4][CH:3]=1. The reactants are [F:1][C:2]1[CH:7]=[CH:6][C:5]([C:8]2[C:13]([C:14]3[CH:19]=[CH:18][N:17]=[CH:16][CH:15]=3)=[C:12]([C:20]3[CH:25]=[CH:24][C:23]([F:26])=[CH:22][CH:21]=3)[N:11]=[C:10]3[NH:27][N:28]=[CH:29][C:9]=23)=[CH:4][CH:3]=1.[CH2:30]=[O:31]. The yield is 0.650. (4) The reactants are [NH2:1][CH:2]1[CH2:11][C:10]2[N:9]=[CH:8][C:7]([N:12]3[C:17](=[O:18])[CH:16]=[N:15][C:14]4[CH:19]=[CH:20][C:21]([O:23][CH3:24])=[N:22][C:13]3=4)=[CH:6][C:5]=2[CH2:4][CH2:3]1.CO.[N:27]1[C:32]2[O:33][CH2:34][CH2:35][O:36][C:31]=2[CH:30]=[C:29]([CH:37]=O)[N:28]=1.C(O[BH-](OC(=O)C)OC(=O)C)(=O)C.[Na+].C(Cl)[Cl:54]. No catalyst specified. The product is [ClH:54].[N:27]1[C:32]2[O:33][CH2:34][CH2:35][O:36][C:31]=2[CH:30]=[C:29]([CH2:37][NH:1][CH:2]2[CH2:11][C:10]3[N:9]=[CH:8][C:7]([N:12]4[C:17](=[O:18])[CH:16]=[N:15][C:14]5[CH:19]=[CH:20][C:21]([O:23][CH3:24])=[N:22][C:13]4=5)=[CH:6][C:5]=3[CH2:4][CH2:3]2)[N:28]=1. The yield is 0.130. (5) The reactants are Cl[C:2]1[N:7]=[C:6]([S:8][C:9]2[CH:14]=[CH:13][CH:12]=[CH:11][CH:10]=2)[CH:5]=[CH:4][N:3]=1.C(N(C(C)C)CC)(C)C.[C:24]1([NH2:31])[CH:29]=[CH:28][CH:27]=[C:26]([NH2:30])[CH:25]=1. The catalyst is C(OCCO)C.C(OCC)(=O)C. The product is [C:9]1([S:8][C:6]2[CH:5]=[CH:4][N:3]=[C:2]([NH:30][C:26]3[CH:27]=[CH:28][CH:29]=[C:24]([NH2:31])[CH:25]=3)[N:7]=2)[CH:14]=[CH:13][CH:12]=[CH:11][CH:10]=1. The yield is 0.420. (6) The reactants are [CH:1]1([NH:6][C:7](=[O:23])[NH:8][C@H:9]([C:17]2[CH:22]=[CH:21][CH:20]=[CH:19][CH:18]=2)[C:10]([O:12]C(C)(C)C)=[O:11])[CH2:5][CH2:4][CH2:3][CH2:2]1.C(O)(C(F)(F)F)=O.C([SiH](CC)CC)C. The catalyst is C(Cl)Cl. The product is [CH:1]1([NH:6][C:7](=[O:23])[NH:8][C@H:9]([C:17]2[CH:18]=[CH:19][CH:20]=[CH:21][CH:22]=2)[C:10]([OH:12])=[O:11])[CH2:5][CH2:4][CH2:3][CH2:2]1. The yield is 0.640. (7) The reactants are [CH3:1][C:2]1[O:6][N:5]=[C:4]([C:7]2[CH:12]=[CH:11][CH:10]=[CH:9][CH:8]=2)[C:3]=1[CH2:13][O:14][C:15]1[CH:23]=[CH:22][C:18]([C:19]([OH:21])=O)=[CH:17][N:16]=1.F[B-](F)(F)F.[N:29]1(OC(N(C)C)=[N+](C)C)[C:33]2C=CC=CC=2N=N1.C(N(CC)C(C)C)(C)C.CN. The catalyst is CN(C=O)C. The product is [CH3:33][NH:29][C:19](=[O:21])[C:18]1[CH:22]=[CH:23][C:15]([O:14][CH2:13][C:3]2[C:4]([C:7]3[CH:8]=[CH:9][CH:10]=[CH:11][CH:12]=3)=[N:5][O:6][C:2]=2[CH3:1])=[N:16][CH:17]=1. The yield is 0.330. (8) The reactants are C([Si]([O:8][CH2:9][CH:10]1[O:14][C:13]2[C:15]3[CH2:16][CH2:17][CH2:18][CH2:19][C:20]=3[CH:21]=[CH:22][C:12]=2[CH2:11]1)(C)C)(C)(C)C.[F-].C([N+](CCCC)(CCCC)CCCC)CCC.O1C(CO)CC2C=CC3CCCC=3C1=2. No catalyst specified. The product is [O:14]1[CH:10]([CH2:9][OH:8])[CH2:11][C:12]2[CH:22]=[CH:21][C:20]3[CH2:19][CH2:18][CH2:17][CH2:16][C:15]=3[C:13]1=2. The yield is 0.670. (9) The reactants are [N:1]1[C:10]2[C:5](=[CH:6][C:7]([CH2:11][N:12]3[C:16]4=[N:17][C:18]([C:21]5[CH:42]=[CH:41][C:24]([C:25]([NH:27][CH:28]6[CH2:33][CH2:32][N:31](C(OC(C)(C)C)=O)[CH2:30][CH2:29]6)=[O:26])=[CH:23][CH:22]=5)=[CH:19][CH:20]=[C:15]4[N:14]=[N:13]3)=[CH:8][CH:9]=2)[CH:4]=[CH:3][CH:2]=1.[ClH:43]. The catalyst is C1COCC1.CCOCC. The product is [ClH:43].[NH:31]1[CH2:32][CH2:33][CH:28]([NH:27][C:25](=[O:26])[C:24]2[CH:41]=[CH:42][C:21]([C:18]3[N:17]=[C:16]4[N:12]([CH2:11][C:7]5[CH:6]=[C:5]6[C:10](=[CH:9][CH:8]=5)[N:1]=[CH:2][CH:3]=[CH:4]6)[N:13]=[N:14][C:15]4=[CH:20][CH:19]=3)=[CH:22][CH:23]=2)[CH2:29][CH2:30]1. The yield is 0.950.